This data is from Catalyst prediction with 721,799 reactions and 888 catalyst types from USPTO. The task is: Predict which catalyst facilitates the given reaction. (1) Reactant: [CH3:1][C:2]1([CH3:20])[O:7][CH2:6][CH:5]([CH2:8][O:9][C:10]2[C:15]([CH3:16])=[CH:14][N+:13]([O-])=[C:12]([CH3:18])[C:11]=2[CH3:19])[CH2:4][O:3]1.C([O-])(=[O:23])C.[Na+].C(OC(=O)C)(=O)C.C(OC(C)C)(C)C. Product: [OH2:3].[CH3:1][C:2]1([CH3:20])[O:7][CH2:6][CH:5]([CH2:8][O:9][C:10]2[C:15]([CH3:16])=[CH:14][N:13]=[C:12]([CH2:18][OH:23])[C:11]=2[CH3:19])[CH2:4][O:3]1. The catalyst class is: 6. (2) Reactant: [CH3:1][C:2]1[CH:7]=[CH:6][C:5]([N+:8]([O-])=O)=[CH:4][C:3]=1[C:11]1[CH:15]=[CH:14][O:13][CH:12]=1. Product: [CH3:1][C:2]1[CH:7]=[CH:6][C:5]([NH2:8])=[CH:4][C:3]=1[CH:11]1[CH2:15][CH2:14][O:13][CH2:12]1. The catalyst class is: 19.